This data is from Catalyst prediction with 721,799 reactions and 888 catalyst types from USPTO. The task is: Predict which catalyst facilitates the given reaction. Reactant: C(NC(C)C)(C)C.[Li]CCCC.[Cl:13][C:14]1[C:19]([C:20]([O-:22])=O)=[C:18]([N:23]([CH2:33][CH2:34][CH2:35][C:36]([O:38][CH2:39][CH3:40])=[O:37])[CH2:24][C:25]2[CH:30]=[CH:29][C:28]([O:31][CH3:32])=[CH:27][CH:26]=2)[N:17]=[C:16]([S:41][CH3:42])[N:15]=1.O. Product: [Cl:13][C:14]1[C:19]2[C:20](=[O:22])[CH:35]([C:36]([O:38][CH2:39][CH3:40])=[O:37])[CH2:34][CH2:33][N:23]([CH2:24][C:25]3[CH:26]=[CH:27][C:28]([O:31][CH3:32])=[CH:29][CH:30]=3)[C:18]=2[N:17]=[C:16]([S:41][CH3:42])[N:15]=1. The catalyst class is: 7.